Dataset: Full USPTO retrosynthesis dataset with 1.9M reactions from patents (1976-2016). Task: Predict the reactants needed to synthesize the given product. (1) Given the product [CH3:1][O:2][C:3]([N:5]1[CH2:10][CH2:9][CH:8]([C:11]2[CH:16]=[CH:15][CH:14]=[C:13]([S:17]([CH3:20])(=[O:19])=[O:18])[CH:12]=2)[CH2:7][CH2:6]1)=[O:4], predict the reactants needed to synthesize it. The reactants are: [CH3:1][O:2][C:3]([N:5]1[CH2:10][CH:9]=[C:8]([C:11]2[CH:16]=[CH:15][CH:14]=[C:13]([S:17]([CH3:20])(=[O:19])=[O:18])[CH:12]=2)[CH2:7][CH2:6]1)=[O:4].Cl. (2) Given the product [Cl:24][C:22]1[CH:23]=[C:2]2[C:3]([C:4](=[O:5])[CH:6]([C:7]([O:9][CH2:10][CH3:11])=[O:8])[C:12](=[O:36])[N:13]2[C:14]2[CH:15]=[N:16][CH:17]=[CH:18][CH:19]=2)=[CH:20][C:21]=1[NH:25][C:26]1[C:31]([F:32])=[CH:30][C:29]([F:33])=[CH:28][C:27]=1[Cl:34], predict the reactants needed to synthesize it. The reactants are: Cl[C:2]1[CH:23]=[C:22]([Cl:24])[C:21]([NH:25][C:26]2[C:31]([F:32])=[CH:30][C:29]([F:33])=[CH:28][C:27]=2[Cl:34])=[CH:20][C:3]=1[C:4]([C:6](=[CH:12][NH:13][C:14]1[CH:15]=[N:16][CH:17]=[CH:18][CH:19]=1)[C:7]([O:9][CH2:10][CH3:11])=[O:8])=[O:5].C(=O)([O-])[O-:36].[K+].[K+]. (3) Given the product [Br:1][C:2]1[CH:3]=[C:4]([C:24]#[N:25])[C:5]([C:16]2[CH:21]=[C:20]([Cl:22])[CH:19]=[CH:18][C:17]=2[CH3:23])=[C:6]([C:8]2[CH:13]=[CH:12][C:11]([OH:14])=[CH:10][CH:9]=2)[CH:7]=1, predict the reactants needed to synthesize it. The reactants are: [Br:1][C:2]1[CH:3]=[C:4]([C:24]#[N:25])[C:5]([C:16]2[CH:21]=[C:20]([Cl:22])[CH:19]=[CH:18][C:17]=2[CH3:23])=[C:6]([C:8]2[CH:13]=[CH:12][C:11]([O:14]C)=[CH:10][CH:9]=2)[CH:7]=1.B(Br)(Br)Br.Cl. (4) Given the product [CH2:24]([O:23][C:21]1[CH:20]=[CH:19][C:17]2[NH:18][C:13]([C:4]3[C:3](=[O:33])[N:2]([N:1]=[CH:37][CH2:38][CH3:39])[C:11]4[C:6]([C:5]=3[OH:12])=[CH:7][CH:8]=[CH:9][CH:10]=4)=[N:14][S:15](=[O:32])(=[O:31])[C:16]=2[CH:22]=1)[C:25]1[CH:26]=[CH:27][CH:28]=[CH:29][CH:30]=1, predict the reactants needed to synthesize it. The reactants are: [NH2:1][N:2]1[C:11]2[C:6](=[CH:7][CH:8]=[CH:9][CH:10]=2)[C:5]([OH:12])=[C:4]([C:13]2[NH:18][C:17]3[CH:19]=[CH:20][C:21]([O:23][CH2:24][C:25]4[CH:30]=[CH:29][CH:28]=[CH:27][CH:26]=4)=[CH:22][C:16]=3[S:15](=[O:32])(=[O:31])[N:14]=2)[C:3]1=[O:33].C(O[CH:37](OCC)[CH2:38][CH3:39])C.